This data is from Reaction yield outcomes from USPTO patents with 853,638 reactions. The task is: Predict the reaction yield, written as a fraction of the theoretical maximum amount of product (1.0 means a 100% yield; for example, 0.34 means a 34% yield). (1) The reactants are FC(F)(F)C(O)=O.OC1(C[N:16]2[C:21](=[O:22])[C:20]3[CH:23]=[N:24][N:25]([C:26]4[CH:27]=[N:28][C:29]([C:32]5[CH:37]=[CH:36][CH:35]=[CH:34][CH:33]=5)=[CH:30][CH:31]=4)[C:19]=3[N:18]=[CH:17]2)CCNCC1. The catalyst is C(O)=O. The product is [C:32]1([C:29]2[N:28]=[CH:27][C:26]([N:25]3[C:19]4[N:18]=[CH:17][NH:16][C:21](=[O:22])[C:20]=4[CH:23]=[N:24]3)=[CH:31][CH:30]=2)[CH:33]=[CH:34][CH:35]=[CH:36][CH:37]=1. The yield is 0.900. (2) The reactants are [C:1]([CH:3]1[C:11](=O)[C:10]2[N:6]([CH:7]=[C:8]([C:13]([O:15][CH2:16][CH3:17])=[O:14])[CH:9]=2)[CH2:5][CH2:4]1)#[N:2].O.[NH2:19][NH2:20].C(O)(=O)C. The catalyst is C(O)C. The product is [NH2:2][C:1]1[C:3]2[CH2:4][CH2:5][N:6]3[C:10]([C:11]=2[NH:20][N:19]=1)=[CH:9][C:8]([C:13]([O:15][CH2:16][CH3:17])=[O:14])=[CH:7]3. The yield is 0.780. (3) The reactants are [Cl:1][C:2]1[CH:14]=[CH:13][C:5]([O:6][CH:7]2[CH2:11][CH2:10][O:9][C:8]2=[O:12])=[CH:4][CH:3]=1.II.[CH3:17][OH:18]. No catalyst specified. The product is [CH3:17][O:18][C:8](=[O:12])[CH:7]([O:6][C:5]1[CH:13]=[CH:14][C:2]([Cl:1])=[CH:3][CH:4]=1)[CH2:11][CH2:10][OH:9]. The yield is 0.330.